This data is from Catalyst prediction with 721,799 reactions and 888 catalyst types from USPTO. The task is: Predict which catalyst facilitates the given reaction. (1) Reactant: [Cl:1][C:2]1[CH:3]=[C:4]([CH:9]=[C:10]([Cl:13])[C:11]=1[Cl:12])[CH2:5][N:6]=[N+:7]=[N-:8].[C:14]([Sn:16]([CH2:25][CH2:26][CH2:27][CH3:28])([CH2:21][CH2:22][CH2:23][CH3:24])[CH2:17][CH2:18][CH2:19][CH3:20])#[CH:15]. Product: [CH2:25]([Sn:16]([CH2:21][CH2:22][CH2:23][CH3:24])([CH2:17][CH2:18][CH2:19][CH3:20])[C:14]1[N:8]=[N:7][N:6]([CH2:5][C:4]2[CH:3]=[C:2]([Cl:1])[C:11]([Cl:12])=[C:10]([Cl:13])[CH:9]=2)[CH:15]=1)[CH2:26][CH2:27][CH3:28]. The catalyst class is: 48. (2) Reactant: [CH:1]([N:4]1[CH:13]=[CH:12][C:11]2[C:6](=[CH:7][CH:8]=[C:9]([C:14]3[N:15]=[N:16][N:17]([C:20]4[C:21]([F:26])=[N:22][CH:23]=[CH:24][CH:25]=4)[C:18]=3[CH3:19])[CH:10]=2)[C:5]1=[O:27])([CH3:3])[CH3:2].[H][H]. Product: [CH:1]([N:4]1[CH2:13][CH2:12][C:11]2[C:6](=[CH:7][CH:8]=[C:9]([C:14]3[N:15]=[N:16][N:17]([C:20]4[C:21]([F:26])=[N:22][CH:23]=[CH:24][CH:25]=4)[C:18]=3[CH3:19])[CH:10]=2)[C:5]1=[O:27])([CH3:3])[CH3:2]. The catalyst class is: 349. (3) Reactant: C[O:2][C:3]([CH:5]1[CH:9]([NH:10][S:11]([C:14]2[CH:19]=[CH:18][C:17]([O:20][CH2:21][C:22]3[C:31]4[C:26](=[CH:27][CH:28]=[CH:29][CH:30]=4)[N:25]=[C:24]([CH3:32])[CH:23]=3)=[CH:16][CH:15]=2)(=[O:13])=[O:12])[CH2:8][O:7][CH2:6]1)=[O:4].Cl. Product: [CH3:32][C:24]1[CH:23]=[C:22]([CH2:21][O:20][C:17]2[CH:18]=[CH:19][C:14]([S:11]([NH:10][CH:9]3[CH2:8][O:7][CH2:6][CH:5]3[C:3]([OH:4])=[O:2])(=[O:12])=[O:13])=[CH:15][CH:16]=2)[C:31]2[C:26](=[CH:27][CH:28]=[CH:29][CH:30]=2)[N:25]=1. The catalyst class is: 12. (4) Reactant: [NH2:1][O:2]C1CCCCO1.[C:9]1([S:15]([N:18]2[C:26]3[C:21](=[CH:22][C:23]([CH:27]=[CH:28][C:29]([OH:31])=O)=[CH:24][CH:25]=3)[CH2:20][CH2:19]2)(=[O:17])=[O:16])[CH:14]=[CH:13][CH:12]=[CH:11][CH:10]=1.C1CN([P+](ON2N=NC3C=CC=CC2=3)(N2CCCC2)N2CCCC2)CC1.F[P-](F)(F)(F)(F)F.C(N(CC)CC)C.C(O)(C(F)(F)F)=O. The catalyst class is: 121. Product: [C:9]1([S:15]([N:18]2[C:26]3[C:21](=[CH:22][C:23]([CH:27]=[CH:28][C:29]([NH:1][OH:2])=[O:31])=[CH:24][CH:25]=3)[CH2:20][CH2:19]2)(=[O:17])=[O:16])[CH:14]=[CH:13][CH:12]=[CH:11][CH:10]=1. (5) Reactant: [CH3:1][N:2]1[CH:6]=[C:5]([S:7](Cl)(=[O:9])=[O:8])[C:4]([CH3:11])=[N:3]1.[OH-].[NH4+:13]. Product: [CH3:1][N:2]1[CH:6]=[C:5]([S:7]([NH2:13])(=[O:9])=[O:8])[C:4]([CH3:11])=[N:3]1. The catalyst class is: 1. (6) Reactant: [NH2:1][C:2]1[S:3][C:4]2[CH:10]=[C:9]([F:11])[CH:8]=[CH:7][C:5]=2[N:6]=1.C([O-])(=O)C.[Na+].[Br:17]Br.C([O-])([O-])=O.[Na+].[Na+]. Product: [NH2:1][C:2]1[S:3][C:4]2[C:10]([Br:17])=[C:9]([F:11])[CH:8]=[CH:7][C:5]=2[N:6]=1. The catalyst class is: 15.